Dataset: Full USPTO retrosynthesis dataset with 1.9M reactions from patents (1976-2016). Task: Predict the reactants needed to synthesize the given product. Given the product [C:24]([CH2:6][CH:7]1[CH2:9][C:8]1([NH:19][C:20](=[O:21])[O:22][CH3:23])[C:10]1[CH:15]=[CH:14][CH:13]=[C:12]([N+:16]([O-:18])=[O:17])[CH:11]=1)#[N:25], predict the reactants needed to synthesize it. The reactants are: CS(O[CH2:6][CH:7]1[CH2:9][C:8]1([NH:19][C:20]([O:22][CH3:23])=[O:21])[C:10]1[CH:15]=[CH:14][CH:13]=[C:12]([N+:16]([O-:18])=[O:17])[CH:11]=1)(=O)=O.[C-:24]#[N:25].[K+].